Dataset: Forward reaction prediction with 1.9M reactions from USPTO patents (1976-2016). Task: Predict the product of the given reaction. (1) Given the reactants [NH:1]([C:34]([O:36][CH2:37][CH:38]1[C:50]2[C:45](=[CH:46][CH:47]=[CH:48][CH:49]=2)[C:44]2[C:39]1=[CH:40][CH:41]=[CH:42][CH:43]=2)=[O:35])[C@H:2]([C:14]([N:16]([CH3:33])[C@H:17]([C:25]([NH:27][C@H:28]([C:30]([OH:32])=[O:31])[CH3:29])=[O:26])[CH2:18][C:19]1[CH:24]=[CH:23][CH:22]=[CH:21][CH:20]=1)=[O:15])[CH2:3][C:4](=[O:13])[O:5]CC1C=CC=CC=1.[H][H], predict the reaction product. The product is: [NH:1]([C:34]([O:36][CH2:37][CH:38]1[C:39]2[C:44](=[CH:43][CH:42]=[CH:41][CH:40]=2)[C:45]2[C:50]1=[CH:49][CH:48]=[CH:47][CH:46]=2)=[O:35])[C@H:2]([C:14]([N:16]([CH3:33])[C@H:17]([C:25]([NH:27][C@H:28]([C:30]([OH:32])=[O:31])[CH3:29])=[O:26])[CH2:18][C:19]1[CH:20]=[CH:21][CH:22]=[CH:23][CH:24]=1)=[O:15])[CH2:3][C:4](=[O:5])[OH:13]. (2) Given the reactants [NH2:1][C@H:2]1[CH2:7][C@@H:6]([NH:8][C:9](=[O:17])[O:10][CH2:11][CH2:12][Si:13]([CH3:16])([CH3:15])[CH3:14])[C@@H:5]([N:18]2[CH2:22][CH2:21][C@H:20]([NH:23][C:24]([O:26][CH2:27][C:28]3[CH:33]=[CH:32][CH:31]=[CH:30][CH:29]=3)=[O:25])[C:19]2=[O:34])[CH2:4][CH2:3]1.[CH:35]([N:38](C(C)C)CC)(C)[CH3:36].BrCC#N, predict the reaction product. The product is: [CH2:27]([O:26][C:24]([NH:23][C@H:20]1[CH2:21][CH2:22][N:18]([C@H:5]2[CH2:4][CH2:3][C@@H:2]([NH:1][CH2:36][C:35]#[N:38])[CH2:7][C@H:6]2[NH:8][C:9](=[O:17])[O:10][CH2:11][CH2:12][Si:13]([CH3:16])([CH3:15])[CH3:14])[C:19]1=[O:34])=[O:25])[C:28]1[CH:33]=[CH:32][CH:31]=[CH:30][CH:29]=1. (3) Given the reactants [CH:1]1([CH2:4][O:5][C:6]2[CH:11]=[C:10]([F:12])[C:9]([O:13][CH3:14])=[CH:8][C:7]=2[C:15]2[CH:20]=[CH:19][N:18]=[C:17]3[C:21]([C:25]([O:27][CH2:28][CH3:29])=[O:26])=[C:22]([CH3:24])[NH:23][C:16]=23)[CH2:3][CH2:2]1.Cl[CH2:31][O:32][CH2:33][CH2:34][Si:35]([CH3:38])([CH3:37])[CH3:36], predict the reaction product. The product is: [CH:1]1([CH2:4][O:5][C:6]2[CH:11]=[C:10]([F:12])[C:9]([O:13][CH3:14])=[CH:8][C:7]=2[C:15]2[CH:20]=[CH:19][N:18]=[C:17]3[C:21]([C:25]([O:27][CH2:28][CH3:29])=[O:26])=[C:22]([CH3:24])[N:23]([CH2:31][O:32][CH2:33][CH2:34][Si:35]([CH3:38])([CH3:37])[CH3:36])[C:16]=23)[CH2:3][CH2:2]1. (4) The product is: [CH2:1]([O:3][C:4](=[O:28])[CH2:5][C:6]1[CH:11]=[CH:10][C:9]([O:12][CH3:13])=[C:8]([O:14][C:15]2[CH:20]=[CH:19][C:18]([NH:21][C:29](=[O:36])[C:30]3[CH:35]=[CH:34][CH:33]=[CH:32][CH:31]=3)=[CH:17][C:16]=2[CH2:22][S:23][C:24]([CH3:27])([CH3:26])[CH3:25])[CH:7]=1)[CH3:2]. Given the reactants [CH2:1]([O:3][C:4](=[O:28])[CH2:5][C:6]1[CH:11]=[CH:10][C:9]([O:12][CH3:13])=[C:8]([O:14][C:15]2[CH:20]=[CH:19][C:18]([NH2:21])=[CH:17][C:16]=2[CH2:22][S:23][C:24]([CH3:27])([CH3:26])[CH3:25])[CH:7]=1)[CH3:2].[C:29](Cl)(=[O:36])[C:30]1[CH:35]=[CH:34][CH:33]=[CH:32][CH:31]=1, predict the reaction product. (5) Given the reactants I[C:2]1[CH:3]=[C:4]([O:11][CH3:12])[CH:5]=[CH:6][C:7]=1[N+:8]([O-:10])=[O:9].CC1(C)C(C)(C)OB([C:21]2[CH2:26][C:25]([CH3:28])([CH3:27])[CH2:24][C:23]([CH3:30])([CH3:29])[CH:22]=2)O1.P([O-])([O-])([O-])=O.[K+].[K+].[K+].O, predict the reaction product. The product is: [CH3:12][O:11][C:4]1[CH:5]=[CH:6][C:7]([N+:8]([O-:10])=[O:9])=[C:2]([C:21]2[CH2:26][C:25]([CH3:28])([CH3:27])[CH2:24][C:23]([CH3:30])([CH3:29])[CH:22]=2)[CH:3]=1. (6) Given the reactants [Br:1][C:2]1[CH:3]=[C:4]([CH:7]=[CH:8][C:9]=1[OH:10])[CH:5]=[O:6].[H-].[Na+].Br[CH2:14][CH2:15][O:16][CH3:17], predict the reaction product. The product is: [Br:1][C:2]1[CH:3]=[C:4]([CH:7]=[CH:8][C:9]=1[O:10][CH2:14][CH2:15][O:16][CH3:17])[CH:5]=[O:6]. (7) Given the reactants [C:1]([C:5]1[CH:10]=[CH:9][C:8]([N:11]2[C@H:15]([C:16]3[CH:21]=[CH:20][C:19]([NH:22][C:23]([C@@H:25]4[CH2:29][CH2:28][CH2:27][N:26]4[C:30](=[O:40])[C@@H:31]([NH:35][C:36]([O:38][CH3:39])=[O:37])[CH:32]([CH3:34])[CH3:33])=[O:24])=[CH:18][CH:17]=3)[CH2:14][CH2:13][C@H:12]2[C:41]2[CH:46]=[CH:45][C:44]([NH:47][C:48]([C@@H:50]3[CH2:54][CH2:53][CH2:52][N:51]3[C:55](OC(C)(C)C)=[O:56])=[O:49])=[CH:43][CH:42]=2)=[CH:7][CH:6]=1)([CH3:4])([CH3:3])[CH3:2].[C:62](O)(C(F)(F)F)=[O:63].[C:69]([O:73][C:74]([N:76]1[CH2:80][CH2:79][CH2:78][C@H]1C(O)=O)=[O:75])(C)(C)C, predict the reaction product. The product is: [C:1]([C:5]1[CH:10]=[CH:9][C:8]([N:11]2[C@H:15]([C:16]3[CH:17]=[CH:18][C:19]([NH:22][C:23]([C@@H:25]4[CH2:29][CH2:28][CH2:27][N:26]4[C:30](=[O:40])[C@@H:31]([NH:35][C:36]([O:38][CH3:39])=[O:37])[CH:32]([CH3:34])[CH3:33])=[O:24])=[CH:20][CH:21]=3)[CH2:14][CH2:13][C@H:12]2[C:41]2[CH:42]=[CH:43][C:44]([NH:47][C:48]([C@@H:50]3[CH2:54][CH2:53][CH2:52][N:51]3[C:55](=[O:56])[C@@H:80]([NH:76][C:74](=[O:75])[O:73][CH3:69])[C@H:79]([O:63][CH3:62])[CH3:78])=[O:49])=[CH:45][CH:46]=2)=[CH:7][CH:6]=1)([CH3:2])([CH3:3])[CH3:4]. (8) The product is: [CH3:28][O:1][C:2]1[CH:7]=[C:6]([CH3:8])[N:5]([CH3:9])[C:4](=[O:10])[C:3]=1[C:11](=[O:24])[CH:12]=[CH:13][C:14]1[CH:19]=[CH:18][CH:17]=[C:16]([O:20][CH2:21][CH2:22][OH:23])[CH:15]=1. Given the reactants [OH:1][C:2]1[CH:7]=[C:6]([CH3:8])[N:5]([CH3:9])[C:4](=[O:10])[C:3]=1[C:11](=[O:24])[CH:12]=[CH:13][C:14]1[CH:19]=[CH:18][CH:17]=[C:16]([O:20][CH2:21][CH2:22][OH:23])[CH:15]=1.[H-].[Na+].I[CH3:28].S([O-])(O)(=O)=O.[Na+], predict the reaction product.